Dataset: Microsomal clearance measurements from AstraZeneca. Task: Regression/Classification. Given a drug SMILES string, predict its absorption, distribution, metabolism, or excretion properties. Task type varies by dataset: regression for continuous measurements (e.g., permeability, clearance, half-life) or binary classification for categorical outcomes (e.g., BBB penetration, CYP inhibition). For this dataset (clearance_microsome_az), we predict log10(clearance) (log10 of the in vitro intrinsic clearance, CLint, in uL/min per mg of human liver microsomal protein, equivalently mL/min/g; values are censored to the assay range of 3 to 150, which is 0.477 to 2.18 on this log10 scale). (1) The drug is Cc1ccc(C(=O)NC(C)C)cc1-n1cnc2ccc(N3CCN(C)CC3)cc2c1=O. The log10(clearance) is 0.480. (2) The drug is CS(=O)(=O)c1ccc2c(C(=O)NC[C@@H](O)CN3CCC(Oc4ccc(C#N)c(Cl)c4)CC3)c[nH]c(=O)c2c1. The log10(clearance) is 0.480. (3) The drug is O=C(O)COc1ccc(Cl)cc1CN1CCCN(S(=O)(=O)Cc2ccccc2)CC1. The log10(clearance) is 0.700. (4) The drug is COc1ccc(C2CC(c3ccc(Br)cc3)=NN2C(C)=O)cc1. The log10(clearance) is 1.09. (5) The compound is CCN(CCNCCc1ccc(O)c2[nH]c(=O)sc12)C(=O)CCOCCc1ccccc1. The log10(clearance) is 1.91.